From a dataset of Forward reaction prediction with 1.9M reactions from USPTO patents (1976-2016). Predict the product of the given reaction. (1) Given the reactants [F:1][C:2]1[CH:3]=[C:4]2[C:9](=[CH:10][CH:11]=1)[CH2:8][N:7]([CH2:12][CH2:13][CH2:14][NH2:15])[CH:6]([CH2:16][C:17]1[CH:22]=[CH:21][C:20]([F:23])=[CH:19][CH:18]=1)[CH2:5]2.[C:24]([C:26]1[CH:27]=[C:28]([N:32]=[C:33]=[O:34])[CH:29]=[CH:30][CH:31]=1)#[N:25], predict the reaction product. The product is: [C:24]([C:26]1[CH:27]=[C:28]([NH:32][C:33]([NH:15][CH2:14][CH2:13][CH2:12][N:7]2[CH:6]([CH2:16][C:17]3[CH:18]=[CH:19][C:20]([F:23])=[CH:21][CH:22]=3)[CH2:5][C:4]3[C:9](=[CH:10][CH:11]=[C:2]([F:1])[CH:3]=3)[CH2:8]2)=[O:34])[CH:29]=[CH:30][CH:31]=1)#[N:25]. (2) Given the reactants [OH:1][C@@H:2]1[CH2:6][CH2:5][N:4](C(OC(C)(C)C)=O)[CH2:3]1.[Cl:14][C:15]1[CH:20]=[CH:19][CH:18]=[CH:17][C:16]=1O, predict the reaction product. The product is: [ClH:14].[Cl:14][C:15]1[CH:20]=[CH:19][CH:18]=[CH:17][C:16]=1[O:1][C@H:2]1[CH2:6][CH2:5][NH:4][CH2:3]1. (3) Given the reactants Br[CH2:2][CH:3]1[CH2:8][CH2:7][O:6][CH2:5][CH2:4]1.OC(C(F)(F)F)=O.[CH2:16]([N:19]1[C:27]2[CH:26]=[CH:25][C:24]([C:28]([N:30]3[CH2:35][CH2:34][CH:33]([CH3:36])[CH2:32][CH2:31]3)=[O:29])=[CH:23][C:22]=2[C:21]2[CH2:37][NH:38][CH2:39][CH2:40][C:20]1=2)[CH:17]=[CH2:18].C([O-])([O-])=O.[Cs+].[Cs+], predict the reaction product. The product is: [CH2:16]([N:19]1[C:27]2[CH:26]=[CH:25][C:24]([C:28]([N:30]3[CH2:35][CH2:34][CH:33]([CH3:36])[CH2:32][CH2:31]3)=[O:29])=[CH:23][C:22]=2[C:21]2[CH2:37][N:38]([CH2:2][CH:3]3[CH2:8][CH2:7][O:6][CH2:5][CH2:4]3)[CH2:39][CH2:40][C:20]1=2)[CH:17]=[CH2:18]. (4) Given the reactants [Br:1][C:2]1[CH:3]=[C:4]([C:8](=O)[CH:9]=[CH:10][N:11](C)C)[CH:5]=[N:6][CH:7]=1.[NH2:15]N, predict the reaction product. The product is: [Br:1][C:2]1[CH:7]=[N:6][CH:5]=[C:4]([C:8]2[NH:15][N:11]=[CH:10][CH:9]=2)[CH:3]=1. (5) Given the reactants [Cl:1][C:2]1[N:6]2[CH:7]=[C:8]([C:15]3[CH:19]=[CH:18][O:17][CH:16]=3)[CH:9]=[C:10]([C:11]([F:14])([F:13])[F:12])[C:5]2=[N:4][C:3]=1[C:20]([N:22]1[CH2:27][CH2:26][C@@H:25]([N:28]2[C:32](=[O:33])[CH2:31][O:30][C:29]2=[O:34])[C@H:24]([O:35][Si](C(C)(C)C)(C)C)[CH2:23]1)=[O:21].C1COCC1.CCCC[N+](CCCC)(CCCC)CCCC.[F-], predict the reaction product. The product is: [Cl:1][C:2]1[N:6]2[CH:7]=[C:8]([C:15]3[CH:19]=[CH:18][O:17][CH:16]=3)[CH:9]=[C:10]([C:11]([F:14])([F:13])[F:12])[C:5]2=[N:4][C:3]=1[C:20]([N:22]1[CH2:27][CH2:26][C@@H:25]([N:28]2[C:32](=[O:33])[CH2:31][O:30][C:29]2=[O:34])[C@H:24]([OH:35])[CH2:23]1)=[O:21]. (6) Given the reactants C([N:8]1[CH2:13][CH2:12][O:11][CH:10]([C:14]2[NH:18][C:17]3[CH:19]=[CH:20][C:21]([Cl:23])=[CH:22][C:16]=3[N:15]=2)[CH2:9]1)C1C=CC=CC=1.Cl.C(Cl)Cl, predict the reaction product. The product is: [Cl:23][C:21]1[CH:20]=[CH:19][C:17]2[NH:18][C:14]([CH:10]3[O:11][CH2:12][CH2:13][NH:8][CH2:9]3)=[N:15][C:16]=2[CH:22]=1. (7) Given the reactants [CH2:1]([P:3]([CH2:6][CH3:7])[CH2:4][CH3:5])[CH3:2].[Br:8][CH2:9][CH2:10][CH2:11][CH2:12][CH2:13][CH2:14][CH2:15][CH2:16][CH2:17][CH2:18][CH2:19][CH3:20].CCCCCC, predict the reaction product. The product is: [Br-:8].[CH2:1]([P+:3]([CH2:6][CH3:7])([CH2:4][CH3:5])[CH2:9][CH2:10][CH2:11][CH2:12][CH2:13][CH2:14][CH2:15][CH2:16][CH2:17][CH2:18][CH2:19][CH3:20])[CH3:2]. (8) Given the reactants [Cl:1][C:2]1[C:7]([C:8]([O:10][N:11]=[C:12]([NH2:16])[CH:13]([CH3:15])[CH3:14])=[O:9])=[C:6](Cl)[N:5]=[CH:4][N:3]=1.[NH3:18].C(Cl)Cl, predict the reaction product. The product is: [NH2:18][C:6]1[C:7]([C:8]([O:10][N:11]=[C:12]([NH2:16])[CH:13]([CH3:15])[CH3:14])=[O:9])=[C:2]([Cl:1])[N:3]=[CH:4][N:5]=1. (9) Given the reactants [Cl:1][C:2]1[N:7]=[C:6]([C:8]2[S:12][C:11]([C:13]([CH3:16])([CH3:15])[CH3:14])=[N:10][C:9]=2[C:17]2[CH:18]=[CH:19][C:20]([F:35])=[C:21]([NH:23][S:24]([C:27]3[C:32]([F:33])=[CH:31][CH:30]=[CH:29][C:28]=3[F:34])(=[O:26])=[O:25])[CH:22]=2)[CH:5]=[CH:4][N:3]=1.[N:36]1([C:42]2[N:47]=[CH:46][C:45]([NH2:48])=[CH:44][CH:43]=2)[CH2:41][CH2:40][O:39][CH2:38][CH2:37]1.Cl, predict the reaction product. The product is: [ClH:1].[CH3:14][C:13]([C:11]1[S:12][C:8]([C:6]2[CH:5]=[CH:4][N:3]=[C:2]([NH:48][C:45]3[CH:46]=[N:47][C:42]([N:36]4[CH2:37][CH2:38][O:39][CH2:40][CH2:41]4)=[CH:43][CH:44]=3)[N:7]=2)=[C:9]([C:17]2[CH:18]=[CH:19][C:20]([F:35])=[C:21]([NH:23][S:24]([C:27]3[C:32]([F:33])=[CH:31][CH:30]=[CH:29][C:28]=3[F:34])(=[O:26])=[O:25])[CH:22]=2)[N:10]=1)([CH3:16])[CH3:15].